Dataset: Full USPTO retrosynthesis dataset with 1.9M reactions from patents (1976-2016). Task: Predict the reactants needed to synthesize the given product. (1) Given the product [CH2:14]([O:21][C:22]1[CH:27]=[CH:26][C:25]([CH2:28][N:29]([C:30]2[CH:31]=[CH:32][C:33]([CH:36]([CH3:38])[CH3:37])=[CH:34][CH:35]=2)[C:11]([CH:1]2[C:10]3[C:5](=[CH:6][CH:7]=[CH:8][CH:9]=3)[CH2:4][CH2:3][CH2:2]2)=[O:13])=[CH:24][CH:23]=1)[C:15]1[CH:16]=[CH:17][CH:18]=[CH:19][CH:20]=1, predict the reactants needed to synthesize it. The reactants are: [CH:1]1([C:11]([OH:13])=O)[C:10]2[C:5](=[CH:6][CH:7]=[CH:8][CH:9]=2)[CH2:4][CH2:3][CH2:2]1.[CH2:14]([O:21][C:22]1[CH:27]=[CH:26][C:25]([CH2:28][NH:29][C:30]2[CH:35]=[CH:34][C:33]([CH:36]([CH3:38])[CH3:37])=[CH:32][CH:31]=2)=[CH:24][CH:23]=1)[C:15]1[CH:20]=[CH:19][CH:18]=[CH:17][CH:16]=1. (2) Given the product [O:39]=[S:27]1(=[O:38])[C:33]2[CH:34]=[CH:35][CH:36]=[CH:37][C:32]=2[CH2:31][N:30]([C:2]2[N:11]=[C:10]([NH:14][CH:15]3[CH2:19][CH2:18][NH:17][CH2:16]3)[C:9]3[C:4](=[CH:5][CH:6]=[C:7]([CH3:13])[CH:8]=3)[N:3]=2)[CH2:29][CH2:28]1, predict the reactants needed to synthesize it. The reactants are: Cl[C:2]1[N:11]=[C:10](Cl)[C:9]2[C:4](=[CH:5][CH:6]=[C:7]([CH3:13])[CH:8]=2)[N:3]=1.[NH2:14][CH:15]1[CH2:19][CH2:18][N:17](C(OC(C)(C)C)=O)[CH2:16]1.[S:27]1(=[O:39])(=[O:38])[C:33]2[CH:34]=[CH:35][CH:36]=[CH:37][C:32]=2[CH2:31][NH:30][CH2:29][CH2:28]1.FC(F)(F)C(O)=O.NCC1(NC(=O)OC(C)(C)C)CC1. (3) Given the product [C:20]([C:22]1[CH:27]=[CH:26][C:25]([C:28]#[CH:29])=[CH:24][CH:23]=1)#[CH:19], predict the reactants needed to synthesize it. The reactants are: BrC1C=CC(Br)=CC=1.C[Si](C#C)(C)C.C[Si]([CH2:19][C:20]([C:22]1[CH:27]=[CH:26][C:25]([C:28](=O)[CH2:29][Si](C)(C)C)=[CH:24][CH:23]=1)=O)(C)C.[OH-].[K+].Cl. (4) Given the product [Cl:1][C:2]1[C:24]([Cl:25])=[CH:23][CH:22]=[CH:21][C:3]=1[CH2:4][N:5]1[C:6]2=[N:7][C:8]([N:15]3[CH2:20][CH2:19][O:18][CH2:17][CH2:16]3)=[CH:9][CH:10]=[C:11]2[N:12]=[C:26]1[CH3:27], predict the reactants needed to synthesize it. The reactants are: [Cl:1][C:2]1[C:24]([Cl:25])=[CH:23][CH:22]=[CH:21][C:3]=1[CH2:4][NH:5][C:6]1[C:11]([N+:12]([O-])=O)=[CH:10][CH:9]=[C:8]([N:15]2[CH2:20][CH2:19][O:18][CH2:17][CH2:16]2)[N:7]=1.[CH3:26][C:27](O)=O. (5) Given the product [Cl:2][C:3]1[C:8]([NH:9][NH:10][C:17]([NH:16][C:11](=[O:15])[O:12][CH2:13][CH3:14])=[S:18])=[N:7][CH:6]=[CH:5][N:4]=1, predict the reactants needed to synthesize it. The reactants are: Cl.[Cl:2][C:3]1[C:8]([NH:9][NH2:10])=[N:7][CH:6]=[CH:5][N:4]=1.[C:11]([N:16]=[C:17]=[S:18])(=[O:15])[O:12][CH2:13][CH3:14].CO. (6) Given the product [Cl:1][C:2]1[CH:7]=[CH:6][C:5]([C@@H:8]2[CH2:9][O:11]2)=[CH:4][C:3]=1[NH:19][S:20]([CH3:23])(=[O:22])=[O:21], predict the reactants needed to synthesize it. The reactants are: [Cl:1][C:2]1[CH:7]=[CH:6][C:5]([C@@H:8]([O:11][Si](CC)(CC)CC)[CH2:9]I)=[CH:4][C:3]=1[NH:19][S:20]([CH3:23])(=[O:22])=[O:21].CCCC[N+](CCCC)(CCCC)CCCC.[F-].C1COCC1. (7) Given the product [CH3:2][C:1]([N:5]1[CH:9]=[CH:8][C:7]([OH:12])=[N:6]1)([CH3:4])[CH3:3], predict the reactants needed to synthesize it. The reactants are: [C:1]([NH:5][NH:6][C:7](=[O:12])[CH:8]=[CH:9]OC)([CH3:4])([CH3:3])[CH3:2].[OH-].[Na+].